The task is: Predict the reaction yield, written as a fraction of the theoretical maximum amount of product (1.0 means a 100% yield; for example, 0.34 means a 34% yield).. This data is from Reaction yield outcomes from USPTO patents with 853,638 reactions. The reactants are [NH2:1][C:2]1[CH:7]=[CH:6][CH:5]=[CH:4][C:3]=1[C:8](=[O:10])[CH3:9].[N:11]([O-])=O.[Na+]. The catalyst is Cl.O. The yield is 0.330. The product is [N:1]1[C:2]2[C:3](=[CH:4][CH:5]=[CH:6][CH:7]=2)[C:8]([OH:10])=[CH:9][N:11]=1.